Dataset: NCI-60 drug combinations with 297,098 pairs across 59 cell lines. Task: Regression. Given two drug SMILES strings and cell line genomic features, predict the synergy score measuring deviation from expected non-interaction effect. (1) Drug 1: CC1=CC2C(CCC3(C2CCC3(C(=O)C)OC(=O)C)C)C4(C1=CC(=O)CC4)C. Drug 2: CCCCCOC(=O)NC1=NC(=O)N(C=C1F)C2C(C(C(O2)C)O)O. Cell line: SK-MEL-5. Synergy scores: CSS=-9.57, Synergy_ZIP=7.74, Synergy_Bliss=5.03, Synergy_Loewe=-7.13, Synergy_HSA=-5.66. (2) Synergy scores: CSS=41.2, Synergy_ZIP=-5.07, Synergy_Bliss=-0.0225, Synergy_Loewe=-9.22, Synergy_HSA=-1.69. Cell line: OVCAR-5. Drug 2: CNC(=O)C1=NC=CC(=C1)OC2=CC=C(C=C2)NC(=O)NC3=CC(=C(C=C3)Cl)C(F)(F)F. Drug 1: C1CCC(CC1)NC(=O)N(CCCl)N=O. (3) Drug 1: CC(C1=C(C=CC(=C1Cl)F)Cl)OC2=C(N=CC(=C2)C3=CN(N=C3)C4CCNCC4)N. Drug 2: CN1C(=O)N2C=NC(=C2N=N1)C(=O)N. Cell line: M14. Synergy scores: CSS=-10.7, Synergy_ZIP=4.75, Synergy_Bliss=0.780, Synergy_Loewe=-2.22, Synergy_HSA=-5.53. (4) Drug 1: CC1=C2C(C(=O)C3(C(CC4C(C3C(C(C2(C)C)(CC1OC(=O)C(C(C5=CC=CC=C5)NC(=O)OC(C)(C)C)O)O)OC(=O)C6=CC=CC=C6)(CO4)OC(=O)C)O)C)O. Drug 2: C1CN(CCN1C(=O)CCBr)C(=O)CCBr. Cell line: HOP-62. Synergy scores: CSS=40.4, Synergy_ZIP=-10.6, Synergy_Bliss=-9.09, Synergy_Loewe=-5.34, Synergy_HSA=-5.01. (5) Drug 1: C1CC(C1)(C(=O)O)C(=O)O.[NH2-].[NH2-].[Pt+2]. Drug 2: CC(C)CN1C=NC2=C1C3=CC=CC=C3N=C2N. Cell line: NCIH23. Synergy scores: CSS=17.3, Synergy_ZIP=3.27, Synergy_Bliss=13.7, Synergy_Loewe=2.74, Synergy_HSA=-2.61.